Dataset: Full USPTO retrosynthesis dataset with 1.9M reactions from patents (1976-2016). Task: Predict the reactants needed to synthesize the given product. (1) The reactants are: [NH2:1][C:2]1[CH:7]=[C:6]([C:8]([F:11])([F:10])[F:9])[CH:5]=[CH:4][C:3]=1[OH:12].[Br:13][C:14]1[CH:19]=[CH:18][C:17]([N:20]=[C:21]=S)=[CH:16][CH:15]=1.Cl.CN(C)CCCN=C=NCC. Given the product [Br:13][C:14]1[CH:19]=[CH:18][C:17]([NH:20][C:21]2[O:12][C:3]3[CH:4]=[CH:5][C:6]([C:8]([F:9])([F:10])[F:11])=[CH:7][C:2]=3[N:1]=2)=[CH:16][CH:15]=1, predict the reactants needed to synthesize it. (2) Given the product [Cl:1][C:2]1[CH:3]=[C:4]([N:9]2[C:13](=[O:14])[C:12](=[CH:21][C:17]3[O:16][CH:20]=[CH:19][CH:18]=3)[C:11](=[O:15])[NH:10]2)[CH:5]=[CH:6][C:7]=1[CH3:8], predict the reactants needed to synthesize it. The reactants are: [Cl:1][C:2]1[CH:3]=[C:4]([N:9]2[C:13](=[O:14])[CH2:12][C:11](=[O:15])[NH:10]2)[CH:5]=[CH:6][C:7]=1[CH3:8].[O:16]1[CH:20]=[CH:19][CH:18]=[C:17]1[CH:21]=O. (3) Given the product [Br:1][CH2:2][CH2:3][CH2:4][CH2:5][CH2:6][CH2:7][CH2:8][CH2:9][CH2:10][CH2:11][S:13]([O-:16])(=[O:15])=[O:14].[Na+:17], predict the reactants needed to synthesize it. The reactants are: [Br:1][CH2:2][CH2:3][CH2:4][CH2:5][CH2:6][CH2:7][CH2:8][CH2:9][CH2:10][CH2:11]Br.[S:13]([O-:16])([O-:15])=[O:14].[Na+:17].[Na+].C(O)C.BrCCS([O-])(=O)=O.[Na+]. (4) Given the product [CH3:14][O:13][C:9]1[C:8]2[CH:4]=[CH:5][S:6][C:7]=2[CH:12]=[CH:11][CH:10]=1.[CH3:14][O:13][C:9]1[CH:10]=[CH:11][C:12]2[CH:4]=[CH:5][S:6][C:7]=2[CH:8]=1, predict the reactants needed to synthesize it. The reactants are: C(O[CH:4](OCC)[CH2:5][S:6][C:7]1[CH:12]=[CH:11][CH:10]=[C:9]([O:13][CH3:14])[CH:8]=1)C.FB(F)F.C(=O)(O)[O-].[Na+]. (5) Given the product [CH3:1][C:2]1([CH2:7][C:8]2[CH:9]=[C:10]([NH2:14])[CH:11]=[CH:12][CH:13]=2)[O:3][CH2:4][CH2:5][O:6]1, predict the reactants needed to synthesize it. The reactants are: [CH3:1][C:2]1([CH2:7][C:8]2[CH:13]=[CH:12][CH:11]=[C:10]([N+:14]([O-])=O)[CH:9]=2)[O:6][CH2:5][CH2:4][O:3]1. (6) The reactants are: [OH:1][C:2]1[C:10]([Cl:11])=[CH:9][CH:8]=[CH:7][C:3]=1[C:4]([OH:6])=[O:5].[C:12](OC(=O)C)(=[O:14])[CH3:13].OS(O)(=O)=O. Given the product [C:12]([O:1][C:2]1[C:10]([Cl:11])=[CH:9][CH:8]=[CH:7][C:3]=1[C:4]([OH:6])=[O:5])(=[O:14])[CH3:13], predict the reactants needed to synthesize it. (7) Given the product [F:2][C:3]1[CH:4]=[C:5]([C:9]2[CH:17]=[C:16]3[C:12]([CH2:13][CH2:14][CH:15]3[OH:18])=[CH:11][CH:10]=2)[CH:6]=[CH:7][CH:8]=1, predict the reactants needed to synthesize it. The reactants are: [Na].[F:2][C:3]1[CH:4]=[C:5]([C:9]2[CH:17]=[C:16]3[C:12]([CH2:13][CH2:14][C:15]3=[O:18])=[CH:11][CH:10]=2)[CH:6]=[CH:7][CH:8]=1. (8) Given the product [F:1][C:2]1[N:7]=[C:6]([I:8])[C:5]([O:9][CH2:21][O:22][CH2:23][CH2:24][O:25][CH3:26])=[CH:4][CH:3]=1, predict the reactants needed to synthesize it. The reactants are: [F:1][C:2]1[N:7]=[C:6]([I:8])[C:5]([OH:9])=[CH:4][CH:3]=1.ClCCCl.C(N(CC)CC)C.[CH3:21][O:22][CH2:23][CH2:24][O:25][CH2:26]Cl. (9) Given the product [CH2:1]([C:5]1[C:6]([C:16]2[O:20][N:19]=[C:18]([C:21]3[CH:22]=[CH:23][C:24]([CH2:25][N:26]4[CH2:27][CH:28]([C:30]([OH:32])=[O:31])[CH2:29]4)=[CH:37][CH:38]=3)[N:17]=2)=[N:7][O:8][C:9]=1[C:10]1[CH:11]=[CH:12][CH:13]=[CH:14][CH:15]=1)[CH2:2][CH2:3][CH3:4], predict the reactants needed to synthesize it. The reactants are: [CH2:1]([C:5]1[C:6]([C:16]2[O:20][N:19]=[C:18]([C:21]3[CH:38]=[CH:37][C:24]([CH2:25][N:26]4[CH2:29][CH:28]([C:30]([O:32]C(C)(C)C)=[O:31])[CH2:27]4)=[CH:23][CH:22]=3)[N:17]=2)=[N:7][O:8][C:9]=1[C:10]1[CH:15]=[CH:14][CH:13]=[CH:12][CH:11]=1)[CH2:2][CH2:3][CH3:4].FC(F)(F)C(O)=O.